From a dataset of Catalyst prediction with 721,799 reactions and 888 catalyst types from USPTO. Predict which catalyst facilitates the given reaction. (1) Reactant: [CH3:1][C:2]1[C:9]([F:10])=[C:8]([F:11])[C:5]([CH2:6][OH:7])=[C:4]([F:12])[C:3]=1[F:13].[C:14]([C:16]([CH3:26])=[CH:17][C@@H:18]1[C@@H:20]([C:21](O)=[O:22])[C:19]1([CH3:25])[CH3:24])#[N:15]. Product: [C:14]([C:16]([CH3:26])=[CH:17][C@@H:18]1[C@@H:20]([C:21]([O:7][CH2:6][C:5]2[C:4]([F:12])=[C:3]([F:13])[C:2]([CH3:1])=[C:9]([F:10])[C:8]=2[F:11])=[O:22])[C:19]1([CH3:25])[CH3:24])#[N:15]. The catalyst class is: 119. (2) Reactant: O[CH2:2][C:3]1[N:8]=[C:7]([NH:9][C:10](=[O:15])[C:11]([CH3:14])([CH3:13])[CH3:12])[CH:6]=[CH:5][CH:4]=1.S(Cl)([Cl:18])=O. Product: [Cl:18][CH2:2][C:3]1[N:8]=[C:7]([NH:9][C:10](=[O:15])[C:11]([CH3:14])([CH3:13])[CH3:12])[CH:6]=[CH:5][CH:4]=1. The catalyst class is: 2. (3) The catalyst class is: 6. Reactant: [K].[CH2:2]([NH:9][C:10]([C:12]1[C:21](=[O:22])[C:20]2[C:15](=[CH:16][CH:17]=[C:18]([O:23][CH2:24][CH3:25])[N:19]=2)[NH:14][CH:13]=1)=[O:11])[C:3]1[CH:8]=[CH:7][CH:6]=[CH:5][CH:4]=1.Cl. Product: [CH2:2]([NH:9][C:10]([C:12]1[C:21](=[O:22])[C:20]2[C:15](=[CH:16][CH:17]=[C:18]([O:23][CH2:24][CH3:25])[N:19]=2)[NH:14][CH:13]=1)=[O:11])[C:3]1[CH:8]=[CH:7][CH:6]=[CH:5][CH:4]=1. (4) Product: [O:1]1[CH2:2][CH2:3][N:4]([C:7]2[CH:13]=[CH:12][C:10]([NH:11][C:15]3[N:16]=[C:17]([OH:34])[C:18]4[CH:24]=[CH:23][N:22]=[C:21]([C:25]5[CH:30]=[CH:29][CH:28]=[C:27]([N+:31]([O-:33])=[O:32])[CH:26]=5)[C:19]=4[N:20]=3)=[CH:9][CH:8]=2)[CH2:5][CH2:6]1. The catalyst class is: 114. Reactant: [O:1]1[CH2:6][CH2:5][N:4]([C:7]2[CH:13]=[CH:12][C:10]([NH2:11])=[CH:9][CH:8]=2)[CH2:3][CH2:2]1.Cl[C:15]1[N:16]=[C:17]([OH:34])[C:18]2[CH:24]=[CH:23][N:22]=[C:21]([C:25]3[CH:30]=[CH:29][CH:28]=[C:27]([N+:31]([O-:33])=[O:32])[CH:26]=3)[C:19]=2[N:20]=1.C(O)(C(F)(F)F)=O. (5) Reactant: [H-].[Na+].CN(C=O)C.[CH3:8][O:9][C:10]1[C:19]2[NH:18][C:17](=[O:20])[CH2:16][CH2:15][C:14]=2[C:13]([CH:21]=[O:22])=[CH:12][CH:11]=1.[CH3:23][O:24][C:25]([C:27]1[CH:32]=[CH:31][C:30]([CH2:33]Br)=[CH:29][CH:28]=1)=[O:26]. Product: [C:25]([C:27]1[CH:32]=[CH:31][C:30]([CH2:33][N:18]2[C:19]3[C:10]([O:9][CH3:8])=[CH:11][CH:12]=[C:13]([CH:21]=[O:22])[C:14]=3[CH2:15][CH2:16][C:17]2=[O:20])=[CH:29][CH:28]=1)([O:24][CH3:23])=[O:26]. The catalyst class is: 84.